Dataset: Catalyst prediction with 721,799 reactions and 888 catalyst types from USPTO. Task: Predict which catalyst facilitates the given reaction. Reactant: [NH2:1][C:2]1[C:10]([C:11]#[N:12])=[C:9]2[C:5]([CH2:6][CH2:7][CH:8]2[OH:13])=[CH:4][CH:3]=1.[Cl:14]N1C(=O)CCC1=O.[BH4-].[Na+]. Product: [NH2:1][C:2]1[C:10]([C:11]#[N:12])=[C:9]2[C:5]([CH2:6][CH2:7][CH:8]2[OH:13])=[CH:4][C:3]=1[Cl:14]. The catalyst class is: 7.